From a dataset of Reaction yield outcomes from USPTO patents with 853,638 reactions. Predict the reaction yield, written as a fraction of the theoretical maximum amount of product (1.0 means a 100% yield; for example, 0.34 means a 34% yield). (1) The catalyst is CO. The yield is 0.660. The reactants are [CH:1]([C:3]1[C:8]2[O:9][C:10](=[O:23])[C:11]3[CH2:12][N:13]([C:17]([O:19][CH2:20][CH:21]=[CH2:22])=[O:18])[CH2:14][CH2:15][C:16]=3[C:7]=2[CH:6]=[CH:5][C:4]=1[OH:24])=[O:2].[BH4-].[Na+]. The product is [OH:24][C:4]1[CH:5]=[CH:6][C:7]2[C:16]3[CH2:15][CH2:14][N:13]([C:17]([O:19][CH2:20][CH:21]=[CH2:22])=[O:18])[CH2:12][C:11]=3[C:10](=[O:23])[O:9][C:8]=2[C:3]=1[CH2:1][OH:2]. (2) The reactants are Br[C:2]1[CH:7]=[CH:6][CH:5]=[CH:4][C:3]=1Br.[CH3:9][O:10][C:11]1[CH:16]=[CH:15][C:14](B(O)O)=[CH:13][CH:12]=1.[C:20]1(P([C:20]2[CH:25]=[CH:24][CH:23]=[CH:22][CH:21]=2)[C:20]2[CH:25]=[CH:24][CH:23]=[CH:22][CH:21]=2)[CH:25]=[CH:24][CH:23]=[CH:22][CH:21]=1.[C:39](=O)([O-])[O-:40].[K+].[K+]. The catalyst is O.C(COC)OC. The product is [CH3:39][O:40][C:2]1[CH:7]=[CH:6][C:5]([C:14]2[C:13]([C:20]3[CH:25]=[CH:24][CH:23]=[CH:22][CH:21]=3)=[CH:12][C:11]([O:10][CH3:9])=[CH:16][CH:15]=2)=[CH:4][CH:3]=1. The yield is 0.800. (3) The reactants are [N:1]12[CH2:8][CH2:7][C:4]([C:9]([C:17]3[CH:22]=[CH:21][CH:20]=[CH:19][CH:18]=3)([C:11]3[CH:16]=[CH:15][CH:14]=[CH:13][CH:12]=3)[OH:10])([CH2:5][CH2:6]1)[CH2:3][CH2:2]2.[Br:23][CH2:24][CH2:25][N:26]1[C:34](=[O:35])[C:33]2[C:28](=[CH:29][CH:30]=[CH:31][CH:32]=2)[C:27]1=[O:36]. The catalyst is CC#N. The product is [Br-:23].[O:36]=[C:27]1[C:28]2[C:33](=[CH:32][CH:31]=[CH:30][CH:29]=2)[C:34](=[O:35])[N:26]1[CH2:25][CH2:24][N+:1]12[CH2:6][CH2:5][C:4]([C:9]([OH:10])([C:17]3[CH:22]=[CH:21][CH:20]=[CH:19][CH:18]=3)[C:11]3[CH:12]=[CH:13][CH:14]=[CH:15][CH:16]=3)([CH2:3][CH2:2]1)[CH2:7][CH2:8]2. The yield is 0.518. (4) The reactants are [CH3:1][C:2]([C:6]1[CH:11]=[CH:10][C:9]([N+:12]([O-:14])=[O:13])=[CH:8][CH:7]=1)([CH3:5])[C:3]#[N:4].Cl.[OH-].[Na+]. The catalyst is C1COCC1. The product is [CH3:5][C:2]([C:6]1[CH:11]=[CH:10][C:9]([N+:12]([O-:14])=[O:13])=[CH:8][CH:7]=1)([CH3:1])[CH2:3][NH2:4]. The yield is 0.900. (5) The reactants are [Cl:1][C:2]1[CH:3]=[C:4]([CH:14]=[C:15]([Cl:41])[C:16]=1[CH2:17][C@@H:18]1[CH2:22][CH2:21][N:20]([N:23]2[CH2:28][CH2:27][CH:26]([O:29][Si:30]([CH:37]([CH3:39])[CH3:38])([CH:34]([CH3:36])[CH3:35])[CH:31]([CH3:33])[CH3:32])[CH2:25][CH2:24]2)[C:19]1=[O:40])[O:5][C:6]1[CH:13]=[CH:12][C:9]([C:10]#[N:11])=[CH:8][CH:7]=1.C(=O)([O-])[O-:43].[K+].[K+].OO.C(OCC)(=O)C. The catalyst is CS(C)=O. The product is [Cl:1][C:2]1[CH:3]=[C:4]([CH:14]=[C:15]([Cl:41])[C:16]=1[CH2:17][C@@H:18]1[CH2:22][CH2:21][N:20]([N:23]2[CH2:24][CH2:25][CH:26]([O:29][Si:30]([CH:34]([CH3:35])[CH3:36])([CH:37]([CH3:39])[CH3:38])[CH:31]([CH3:32])[CH3:33])[CH2:27][CH2:28]2)[C:19]1=[O:40])[O:5][C:6]1[CH:13]=[CH:12][C:9]([C:10]([NH2:11])=[O:43])=[CH:8][CH:7]=1. The yield is 0.690. (6) The reactants are [Br:1][C:2]1[CH:3]=[C:4]([Cl:9])[C:5](=[O:8])[NH:6][CH:7]=1.CI.[C:12](=O)([O-])[O-].[Cs+].[Cs+]. The catalyst is CN(C=O)C.O. The product is [Br:1][C:2]1[CH:3]=[C:4]([Cl:9])[C:5](=[O:8])[N:6]([CH3:12])[CH:7]=1. The yield is 0.870.